Dataset: Forward reaction prediction with 1.9M reactions from USPTO patents (1976-2016). Task: Predict the product of the given reaction. (1) Given the reactants Br[C:2]1[CH:3]=[C:4]([CH2:8][N:9]2[C:17]3[C:12](=[CH:13][CH:14]=[CH:15][CH:16]=3)[C:11]([C:18]3[CH:23]=[CH:22][C:21]([C:24]([CH3:27])([CH3:26])[CH3:25])=[CH:20][CH:19]=3)=[C:10]2[C:28]([O:30]CC)=[O:29])[CH:5]=[CH:6][CH:7]=1.C([O-])([O-])=O.[Na+].[Na+].[CH3:39][S:40][C:41]1[CH:46]=[CH:45][C:44](B(O)O)=[CH:43][CH:42]=1, predict the reaction product. The product is: [CH3:27][C:24]([C:21]1[CH:20]=[CH:19][C:18]([C:11]2[C:12]3[C:17](=[CH:16][CH:15]=[CH:14][CH:13]=3)[N:9]([CH2:8][C:4]3[CH:3]=[C:2]([C:44]4[CH:45]=[CH:46][C:41]([S:40][CH3:39])=[CH:42][CH:43]=4)[CH:7]=[CH:6][CH:5]=3)[C:10]=2[C:28]([OH:30])=[O:29])=[CH:23][CH:22]=1)([CH3:25])[CH3:26]. (2) Given the reactants [OH:1][C@H:2]([C@@H:8]([OH:14])[C:9]([O:11][CH2:12][CH3:13])=[O:10])[C:3]([O:5][CH2:6][CH3:7])=[O:4].[C:15]1(=O)[CH2:20][CH2:19][CH2:18][CH2:17][CH2:16]1, predict the reaction product. The product is: [O:1]1[C:15]2([CH2:20][CH2:19][CH2:18][CH2:17][CH2:16]2)[O:14][C@@H:8]([C:9]([O:11][CH2:12][CH3:13])=[O:10])[C@@H:2]1[C:3]([O:5][CH2:6][CH3:7])=[O:4]. (3) Given the reactants [O:1]=[C:2]1[NH:7][CH:6]([C:8]2[CH:15]=[CH:14][C:11]([C:12]#[N:13])=[CH:10][C:9]=2[S:16]([CH2:19][CH3:20])(=[O:18])=[O:17])[C:5]2[C:21](=[O:24])[CH2:22][CH2:23][C:4]=2[N:3]1[C:25]1[CH:30]=[CH:29][N:28]=[C:27]([C:31]([F:34])([F:33])[F:32])[CH:26]=1.ClC(OC1C=CC([N+]([O-])=O)=CC=1)=[O:37].[CH:48]([N:51]([CH:54](C)C)CC)(C)C.CN.C(=O)(OC1C=CC([N+]([O-])=O)=CC=1)N, predict the reaction product. The product is: [CH3:48][NH:51][C:54]([N:7]1[CH:6]([C:8]2[CH:15]=[CH:14][C:11]([C:12]#[N:13])=[CH:10][C:9]=2[S:16]([CH2:19][CH3:20])(=[O:18])=[O:17])[C:5]2[C:21](=[O:24])[CH2:22][CH2:23][C:4]=2[N:3]([C:25]2[CH:30]=[CH:29][N:28]=[C:27]([C:31]([F:33])([F:34])[F:32])[CH:26]=2)[C:2]1=[O:1])=[O:37]. (4) Given the reactants [Br:1][C:2]1[CH:3]=[C:4]2[C:9](=[CH:10][CH:11]=1)[C:8](=[O:12])[NH:7][CH:6]=[C:5]2[CH2:13][N:14]1[CH2:19][CH2:18][N:17]([C:20]([O:22][C:23]([CH3:26])([CH3:25])[CH3:24])=[O:21])[CH2:16][CH2:15]1.C(=O)([O-])[O-].[Cs+].[Cs+].CS(O[CH2:38][C:39]1([CH2:43][O:44][Si:45]([C:48]([CH3:51])([CH3:50])[CH3:49])([CH3:47])[CH3:46])[CH2:42][CH2:41][CH2:40]1)(=O)=O, predict the reaction product. The product is: [Br:1][C:2]1[CH:3]=[C:4]2[C:9](=[CH:10][CH:11]=1)[C:8](=[O:12])[N:7]([CH2:38][C:39]1([CH2:43][O:44][Si:45]([C:48]([CH3:51])([CH3:50])[CH3:49])([CH3:47])[CH3:46])[CH2:42][CH2:41][CH2:40]1)[CH:6]=[C:5]2[CH2:13][N:14]1[CH2:15][CH2:16][N:17]([C:20]([O:22][C:23]([CH3:26])([CH3:25])[CH3:24])=[O:21])[CH2:18][CH2:19]1. (5) Given the reactants C(OC(N1CCC(N[C:14]([C:16]2[S:17][CH:18]=[CH:19][C:20]=2[NH:21][C:22]2[CH:27]=[CH:26][N:25]=[C:24]3[NH:28][CH:29]=[CH:30][C:23]=23)=[O:15])C1)=O)(C)(C)C.[NH2:31][C@H:32]([CH2:40][OH:41])[CH2:33][C:34]1[CH:39]=[CH:38][CH:37]=[CH:36][CH:35]=1, predict the reaction product. The product is: [CH2:33]([C@H:32]([NH:31][C:14]([C:16]1[S:17][CH:18]=[CH:19][C:20]=1[NH:21][C:22]1[CH:27]=[CH:26][N:25]=[C:24]2[NH:28][CH:29]=[CH:30][C:23]=12)=[O:15])[CH2:40][OH:41])[C:34]1[CH:35]=[CH:36][CH:37]=[CH:38][CH:39]=1. (6) Given the reactants [Al+3].[Cl-].[Cl-].[Cl-].[N+:5]([C:8]1[CH:16]=[CH:15][C:11]([C:12](Cl)=[O:13])=[CH:10][CH:9]=1)([O-:7])=[O:6].[NH:17]1[C:25]2[C:20](=[CH:21][CH:22]=[CH:23][CH:24]=2)[CH2:19][C:18]1=[O:26].Cl, predict the reaction product. The product is: [N+:5]([C:8]1[CH:16]=[CH:15][C:11]([C:12]([C:22]2[CH:21]=[C:20]3[C:25](=[CH:24][CH:23]=2)[NH:17][C:18](=[O:26])[CH2:19]3)=[O:13])=[CH:10][CH:9]=1)([O-:7])=[O:6]. (7) Given the reactants [Cl:1][C:2]1[CH:7]=[CH:6][CH:5]=[CH:4][C:3]=1[N:8]1[C:17](=[O:18])[C:16]2[C:11](=[CH:12][CH:13]=[C:14]([F:19])[CH:15]=2)[N:10]=[C:9]1C=O.[CH:22]1[CH:27]=[C:26]([NH2:28])[CH:25]=[C:24](CC(N)=O)[CH:23]=1.Cl.[CH2:34]([N:36](CC)CC)C.[C:41]([OH:44])(=O)[CH3:42].C(O[BH-](OC(=O)C)OC(=O)C)(=O)C.[Na+], predict the reaction product. The product is: [Cl:1][C:2]1[CH:7]=[CH:6][CH:5]=[CH:4][C:3]=1[N:8]1[C:17](=[O:18])[C:16]2[C:11](=[CH:12][CH:13]=[C:14]([F:19])[CH:15]=2)[N:10]=[C:9]1[CH2:34][NH:36][C:24]1[CH:25]=[C:26]([NH:28][C:41](=[O:44])[CH3:42])[CH:27]=[CH:22][CH:23]=1. (8) Given the reactants ClC1C=C(Cl)C=CC=1COC1C=CC(CO)=CC=1.C[O:20][C:21](=[O:49])[CH2:22][O:23][C:24]1[CH:29]=[CH:28][C:27]([S:30][CH2:31][C:32]2[CH:37]=[CH:36][C:35]([O:38][CH2:39][C:40]3[CH:45]=[CH:44][C:43]([Cl:46])=[CH:42][C:41]=3[Cl:47])=[CH:34][CH:33]=2)=[CH:26][C:25]=1[CH3:48], predict the reaction product. The product is: [Cl:47][C:41]1[CH:42]=[C:43]([Cl:46])[CH:44]=[CH:45][C:40]=1[CH2:39][O:38][C:35]1[CH:36]=[CH:37][C:32]([CH2:31][S:30][C:27]2[CH:28]=[CH:29][C:24]([O:23][CH2:22][C:21]([OH:49])=[O:20])=[C:25]([CH3:48])[CH:26]=2)=[CH:33][CH:34]=1. (9) Given the reactants [F:1][C:2]1[CH:7]=[CH:6][CH:5]=[CH:4][C:3]=1[OH:8].[H-].[Na+].[C:11]([O:15][C:16]([N:18]1[CH2:31][CH2:30][C:21]2([CH2:24][CH:23](OS(C)(=O)=O)[CH2:22]2)[CH2:20][CH2:19]1)=[O:17])([CH3:14])([CH3:13])[CH3:12].O, predict the reaction product. The product is: [C:11]([O:15][C:16]([N:18]1[CH2:31][CH2:30][C:21]2([CH2:22][CH:23]([O:8][C:3]3[CH:4]=[CH:5][CH:6]=[CH:7][C:2]=3[F:1])[CH2:24]2)[CH2:20][CH2:19]1)=[O:17])([CH3:14])([CH3:12])[CH3:13].